Regression/Classification. Given a drug SMILES string, predict its absorption, distribution, metabolism, or excretion properties. Task type varies by dataset: regression for continuous measurements (e.g., permeability, clearance, half-life) or binary classification for categorical outcomes (e.g., BBB penetration, CYP inhibition). Dataset: pgp_broccatelli. From a dataset of P-glycoprotein inhibition data for predicting drug efflux from Broccatelli et al.. (1) The compound is CC(=O)Oc1cc2oc(-c3ccccc3)cc(=O)c2c(OCc2ccccc2)c1OC(C)=O. The result is 1 (inhibitor). (2) The drug is CC(=O)c1c(C)cc(C)c(CSc2nc3ccc(NC(=O)c4ccc(C(C)(C)C)cc4)cc3s2)c1C. The result is 1 (inhibitor). (3) The compound is CCN1CCN(C(=O)N[C@@H](C(=O)NC2C(=O)N3[C@H]2SC(C)(C)[C@H]3C(=O)O)c2ccccc2)C(=O)C1=O. The result is 0 (non-inhibitor).